This data is from hERG Central: cardiac toxicity at 1µM, 10µM, and general inhibition. The task is: Predict hERG channel inhibition at various concentrations. The molecule is COc1cc(C(=O)N2CCN(C(=O)c3cc(-c4ccccc4)n[nH]3)CC2)cc(OC)c1OC. Results: hERG_inhib (hERG inhibition (general)): blocker.